Dataset: Experimentally validated miRNA-target interactions with 360,000+ pairs, plus equal number of negative samples. Task: Binary Classification. Given a miRNA mature sequence and a target amino acid sequence, predict their likelihood of interaction. (1) Result: 0 (no interaction). The miRNA is hsa-miR-892c-5p with sequence UAUUCAGAAAGGUGCCAGUCA. The protein sequence of the target gene is MDDSDTPTYYLQIEPQDGCHPGDSVERSVTCLPSASDENENQLDGDGHEHLTSSDSAMGKPQVSEQDSLNNNESCTLSCEVAAGENLQNTLCEASRDEQAFLGKDKKIPGKRSPRSKKGTAKKIPPGLFSGDIAPLMQEKVLSAVTYAVDDEEAAEVNANEQPEAPKLVLQSLFSLIRGEVEQLDSRALPLCLHQIAESYFQEEDYEKAMKFIQLERLYHEQLLANLSAIQEQWETKWKTVQPHTVTALRNSEKGFNGEDFERLTKICATHQDPLLSKHKIAAVEKSQERKCSTQLLVSE.... (2) The miRNA is cel-miR-360-3p with sequence UGACCGUAAUCCCGUUCACAA. The protein sequence of the target gene is MEIKEEGASEEGQHFLPTAQANDPGDCQFTSIQKTPNEPQLEFILACKDLVAPVRDRKLNTLVQISVIHPVEQSLTRYSSTEIVEGTRDPLFLTGVTFPSEYPIYEETKIKLTVYDVKDKSHDTVRTSVLPEHKDPPPEVGRSFLGYASFKVGELLKSKEQLLVLSLRTSDGGKVVGTIEVSVVKMGEIEDGEADHITTDVQGQKCALVCECTAPESVSGKDNLPFLNSVLKNPVCKLYRFPTSDNKWMRIREQMSESILSFHIPKELISLHIKEDLCRNQEIKELGELSPHWDNLRKNV.... Result: 0 (no interaction). (3) The miRNA is hsa-miR-921 with sequence CUAGUGAGGGACAGAACCAGGAUUC. The protein sequence of the target gene is MPWVEPKPRPGPEQKPKLTKPDSATGPQWYQESQESESEGKQPPPGPLAPPKSPEPSGPLASEQDAPLPEGDDAPPRPSMLDDAPRLPLELDDAPLPEEETPEPTAICRHRHRCHTDCLEGLLSRTFQWLGWQVGAHPWIFLLAPLMLTAALGTGFLYLPKDEEEDLEEHYTPVGSPAKAERRFVQGHFTTNDSYRFSASRRSTEANFVSLLVVSYSDSLLDPATFAEVSKLDGAVQDLRVAREKGSQIQYQQVCARYRALCVPPNPILYAWQVNKTLNLSSISFPAYNHGRHPLYLTGF.... Result: 1 (interaction). (4) The miRNA is hsa-miR-4531 with sequence AUGGAGAAGGCUUCUGA. The protein sequence of the target gene is MWLRSHRQLCLAFLLVCVLSVIFFLHIHQDSFPHGLGLSILCPDRRLVTPPVAIFCLPGTAMGPNASSSCPQHPASLSGTWTVYPNGRFGNQMGQYATLLALAQLNGRRAFILPAMHAALAPVFRITLPVLAPEVDSRTPWRELQLHDWMSEEYADLRDPFLKLSGFPCSWTFFHHLREQIRREFTLHDHLREEAQSVLGQLRLGRTGDRPRTFVGVHVRRGDYLQVMPQRWKGVVGDSAYLRQAMDWFRARHEAPVFVVTSNGMEWCKENIDTSQGDVTFAGDGQEATPWKDFALLTQC.... Result: 0 (no interaction).